From a dataset of Full USPTO retrosynthesis dataset with 1.9M reactions from patents (1976-2016). Predict the reactants needed to synthesize the given product. (1) Given the product [Cl:23][C:20]1[CH:19]=[CH:18][C:17]([C:16]([NH:15][CH2:14][CH2:13][CH2:12][O:11][C:8]2[CH:9]=[CH:10][C:5]([C:4]([OH:36])=[O:3])=[CH:6][C:7]=2[NH:25][C:26]([NH:28][C:29]2[CH:34]=[N:33][C:32]([CH3:35])=[CH:31][N:30]=2)=[O:27])=[O:24])=[CH:22][CH:21]=1, predict the reactants needed to synthesize it. The reactants are: C([O:3][C:4](=[O:36])[C:5]1[CH:10]=[CH:9][C:8]([O:11][CH2:12][CH2:13][CH2:14][NH:15][C:16](=[O:24])[C:17]2[CH:22]=[CH:21][C:20]([Cl:23])=[CH:19][CH:18]=2)=[C:7]([NH:25][C:26]([NH:28][C:29]2[CH:34]=[N:33][C:32]([CH3:35])=[CH:31][N:30]=2)=[O:27])[CH:6]=1)C.[OH-].[Na+].O.O1CCCC1. (2) Given the product [CH3:1][O:2][C:3]1[CH:8]=[CH:7][C:6]([C:9]2[C:10]([CH3:16])=[CH:11][C:12](=[O:15])[NH:13][N:14]=2)=[CH:5][CH:4]=1, predict the reactants needed to synthesize it. The reactants are: [CH3:1][O:2][C:3]1[CH:8]=[CH:7][C:6]([C:9]2[CH:10]([CH3:16])[CH2:11][C:12](=[O:15])[NH:13][N:14]=2)=[CH:5][CH:4]=1.[N+](C1C=CC(S([O-])(=O)=O)=CC=1)([O-])=O.[Na+].Cl. (3) Given the product [F:31][C:28]1[CH:27]=[CH:26][C:25]([C:20]2([CH2:19][N:6]3[C:7]4[CH:8]=[CH:9][C:10]([CH3:13])=[CH:11][C:12]=4[C:4]4[CH2:3][N:2]([CH3:1])[CH2:15][CH2:14][C:5]3=4)[O:21][CH2:22][CH2:23][O:24]2)=[CH:30][CH:29]=1, predict the reactants needed to synthesize it. The reactants are: [CH3:1][N:2]1[CH2:15][CH2:14][C:5]2[NH:6][C:7]3[CH:8]=[CH:9][C:10]([CH3:13])=[CH:11][C:12]=3[C:4]=2[CH2:3]1.[H-].[Na+].Br[CH2:19][C:20]1([C:25]2[CH:30]=[CH:29][C:28]([F:31])=[CH:27][CH:26]=2)[O:24][CH2:23][CH2:22][O:21]1.O.